This data is from Full USPTO retrosynthesis dataset with 1.9M reactions from patents (1976-2016). The task is: Predict the reactants needed to synthesize the given product. (1) Given the product [Cl:1][C:2]1[C:7]([C:8]([F:11])([F:10])[F:9])=[CH:6][CH:5]=[C:4]([N:16]2[CH2:17][C:14]([F:18])([F:13])[CH2:15]2)[N:3]=1, predict the reactants needed to synthesize it. The reactants are: [Cl:1][C:2]1[C:7]([C:8]([F:11])([F:10])[F:9])=[CH:6][CH:5]=[C:4](Cl)[N:3]=1.[F:13][C:14]1([F:18])[CH2:17][NH:16][CH2:15]1.C(N(C(C)C)C(C)C)C.O. (2) Given the product [Cl:1][C:2]1[CH:3]=[C:4]([NH:22][C:23](=[O:28])[CH2:24][C:25]([O-:27])=[O:26])[CH:5]=[C:6]([CH3:21])[C:7]=1[O:8][C:9]1[CH:10]=[C:11]2[C:15](=[CH:16][CH:17]=1)[NH:14][CH:13]=[C:12]2[CH:18]([CH3:19])[CH3:20].[Cl:1][C:2]1[CH:3]=[C:4]([NH:22][C:23](=[O:28])[CH2:24][C:25]([O-:27])=[O:26])[CH:5]=[C:6]([CH3:21])[C:7]=1[O:8][C:9]1[CH:10]=[C:11]2[C:15](=[CH:16][CH:17]=1)[NH:14][CH:13]=[C:12]2[CH:18]([CH3:19])[CH3:20].[Mg+2:31], predict the reactants needed to synthesize it. The reactants are: [Cl:1][C:2]1[CH:3]=[C:4]([NH:22][C:23](=[O:28])[CH2:24][C:25]([OH:27])=[O:26])[CH:5]=[C:6]([CH3:21])[C:7]=1[O:8][C:9]1[CH:10]=[C:11]2[C:15](=[CH:16][CH:17]=1)[NH:14][CH:13]=[C:12]2[CH:18]([CH3:20])[CH3:19].C[O-].[Mg+2:31].C[O-]. (3) Given the product [CH3:14][O:13][CH2:12][C@@H:11]([NH:10][C:8]([C:6]1[N:7]=[C:2]([N:31]2[CH2:32][CH2:33][CH:29]([CH3:28])[CH2:30]2)[NH:3][C:4](=[O:26])[CH:5]=1)=[O:9])[C:15]1[CH:16]=[CH:17][C:18]([O:21][C:22]([F:23])([F:25])[F:24])=[CH:19][CH:20]=1, predict the reactants needed to synthesize it. The reactants are: Cl[C:2]1[N:7]=[C:6]([C:8]([NH:10][C@@H:11]([C:15]2[CH:20]=[CH:19][C:18]([O:21][C:22]([F:25])([F:24])[F:23])=[CH:17][CH:16]=2)[CH2:12][O:13][CH3:14])=[O:9])[CH:5]=[C:4]([O:26]C)[N:3]=1.[CH3:28][CH:29]1[CH2:33][CH2:32][NH:31][CH2:30]1.C(N(CC)CC)C. (4) Given the product [CH2:12]([O:14][C:15](=[C:2]([C:3]([O:5][CH2:6][CH3:7])=[O:4])[C:1]([O:9][CH2:10][CH3:11])=[O:8])[CH3:16])[CH3:13], predict the reactants needed to synthesize it. The reactants are: [C:1]([O:9][CH2:10][CH3:11])(=[O:8])[CH2:2][C:3]([O:5][CH2:6][CH3:7])=[O:4].[C:12](OCC)(OCC)([O:14][CH2:15][CH3:16])[CH3:13].C(OC(=O)C)(=O)C. (5) Given the product [F:30][C:28]([F:29])([F:31])[C:24]1[CH:23]=[C:22]([S:19]([N:16]2[CH2:15][CH:14]=[C:13]([C:11]3[CH:10]=[CH:9][CH:8]=[C:7]([C:5]#[N:4])[N:12]=3)[CH2:18][CH2:17]2)(=[O:21])=[O:20])[CH:27]=[CH:26][CH:25]=1, predict the reactants needed to synthesize it. The reactants are: C1([NH:4][C:5]([C:7]2[N:12]=[C:11]([C:13]3[CH2:14][CH2:15][N:16]([S:19]([C:22]4[CH:27]=[CH:26][CH:25]=[C:24]([C:28]([F:31])([F:30])[F:29])[CH:23]=4)(=[O:21])=[O:20])[CH2:17][CH:18]=3)[CH:10]=[CH:9][CH:8]=2)=O)CC1.ClC1C=CC=C(C#N)N=1. (6) The reactants are: [Br:1][C:2]1[CH:9]=[CH:8][C:5]([CH:6]=O)=[CH:4][CH:3]=1.[F:10][C:11]([F:21])([F:20])[C:12]1[CH:19]=[CH:18][C:15]([CH2:16][NH2:17])=[CH:14][CH:13]=1.O.[BH4-].[Na+].[Cl-:25].[Na+].O. Given the product [ClH:25].[Br:1][C:2]1[CH:9]=[CH:8][C:5]([CH2:6][NH:17][CH2:16][C:15]2[CH:14]=[CH:13][C:12]([C:11]([F:10])([F:20])[F:21])=[CH:19][CH:18]=2)=[CH:4][CH:3]=1, predict the reactants needed to synthesize it. (7) Given the product [Cl:1][C:2]([Cl:11])([Cl:12])[CH:3]([OH:10])[CH2:4][C:5]([O:7][CH2:8][CH3:9])=[O:6], predict the reactants needed to synthesize it. The reactants are: [Cl:1][C:2]([Cl:12])([Cl:11])[C:3](=[O:10])[CH2:4][C:5]([O:7][CH2:8][CH3:9])=[O:6].